This data is from Full USPTO retrosynthesis dataset with 1.9M reactions from patents (1976-2016). The task is: Predict the reactants needed to synthesize the given product. (1) The reactants are: [C:1]([O:5][C:6](=[O:35])[NH:7][C:8]1([C:12]2[CH:17]=[CH:16][C:15]([C:18]3[C:19]([C:29]4[CH:34]=[CH:33][CH:32]=[CH:31][CH:30]=4)=[CH:20][C:21]4[NH:26][C:25](=[O:27])[CH2:24][O:23][C:22]=4[N:28]=3)=[CH:14][CH:13]=2)[CH2:11][CH2:10][CH2:9]1)([CH3:4])([CH3:3])[CH3:2].[H-].[Na+].[CH2:38](Br)[C:39]#[CH:40].[NH4+].[Cl-]. Given the product [C:1]([O:5][C:6](=[O:35])[NH:7][C:8]1([C:12]2[CH:13]=[CH:14][C:15]([C:18]3[C:19]([C:29]4[CH:30]=[CH:31][CH:32]=[CH:33][CH:34]=4)=[CH:20][C:21]4[N:26]([CH2:40][C:39]#[CH:38])[C:25](=[O:27])[CH2:24][O:23][C:22]=4[N:28]=3)=[CH:16][CH:17]=2)[CH2:11][CH2:10][CH2:9]1)([CH3:4])([CH3:2])[CH3:3], predict the reactants needed to synthesize it. (2) Given the product [CH3:11][N:8]1[CH2:9][CH2:10][N:5]2[N:4]=[C:3]([C:13]([NH2:15])=[O:14])[C:2]([NH:1][C:28](=[O:29])[CH2:27][N:20]3[C:21]4[CH2:22][CH2:23][CH2:24][CH2:25][C:26]=4[C:18]([C:17]([F:31])([F:16])[F:32])=[N:19]3)=[C:6]2[C:7]1=[O:12], predict the reactants needed to synthesize it. The reactants are: [NH2:1][C:2]1[C:3]([C:13]([NH2:15])=[O:14])=[N:4][N:5]2[CH2:10][CH2:9][N:8]([CH3:11])[C:7](=[O:12])[C:6]=12.[F:16][C:17]([F:32])([F:31])[C:18]1[C:26]2[CH2:25][CH2:24][CH2:23][CH2:22][C:21]=2[N:20]([CH2:27][C:28](O)=[O:29])[N:19]=1.[I-].ClC1C=CC=C[N+]=1C.C(N(CC)C(C)C)(C)C. (3) Given the product [F:9][C:10]1[CH:11]=[C:12]([C:16]2([CH:41]=[N:8][OH:7])[CH2:21][CH2:20][CH2:19][N:18]3[N:22]=[C:23](/[CH:25]=[CH:26]/[C:27]4[CH:32]=[CH:31][C:30]([N:33]5[CH:37]=[C:36]([CH3:38])[N:35]=[CH:34]5)=[C:29]([O:39][CH3:40])[CH:28]=4)[N:24]=[C:17]23)[CH:13]=[CH:14][CH:15]=1, predict the reactants needed to synthesize it. The reactants are: C([O-])(=O)C.[Na+].[Cl-].[OH:7][NH3+:8].[F:9][C:10]1[CH:11]=[C:12]([C:16]2([CH:41]=O)[CH2:21][CH2:20][CH2:19][N:18]3[N:22]=[C:23](/[CH:25]=[CH:26]/[C:27]4[CH:32]=[CH:31][C:30]([N:33]5[CH:37]=[C:36]([CH3:38])[N:35]=[CH:34]5)=[C:29]([O:39][CH3:40])[CH:28]=4)[N:24]=[C:17]23)[CH:13]=[CH:14][CH:15]=1.O.C(=O)(O)[O-].[Na+]. (4) Given the product [Br:23][C:24]1[CH:29]=[CH:28][C:27]([C:11]2[CH:12]=[CH:13][C:8]([N:7]([C:1]3[CH:6]=[CH:5][CH:4]=[CH:3][CH:2]=3)[C:17]3[CH:22]=[CH:21][CH:20]=[CH:19][CH:18]=3)=[CH:9][CH:10]=2)=[CH:26][CH:25]=1, predict the reactants needed to synthesize it. The reactants are: [C:1]1([N:7]([C:17]2[CH:22]=[CH:21][CH:20]=[CH:19][CH:18]=2)[C:8]2[CH:13]=[CH:12][C:11](B(O)O)=[CH:10][CH:9]=2)[CH:6]=[CH:5][CH:4]=[CH:3][CH:2]=1.[Br:23][C:24]1[CH:29]=[CH:28][C:27](I)=[CH:26][CH:25]=1.C([O-])([O-])=O.[K+].[K+]. (5) Given the product [F:19][C:20]([F:33])([F:32])[S:21]([O:1][C:2]1[N:11]=[CH:10][CH:9]=[CH:8][C:3]=1[C:4]([O:6][CH3:7])=[O:5])(=[O:23])=[O:22], predict the reactants needed to synthesize it. The reactants are: [OH:1][C:2]1[N:11]=[CH:10][CH:9]=[CH:8][C:3]=1[C:4]([O:6][CH3:7])=[O:5].C(N(CC)CC)C.[F:19][C:20]([F:33])([F:32])[S:21](O[S:21]([C:20]([F:33])([F:32])[F:19])(=[O:23])=[O:22])(=[O:23])=[O:22].O. (6) Given the product [CH3:15][S:14][CH2:13][CH2:12][CH2:11][CH2:10][C:5]1([C:3]([OH:4])=[O:2])[CH2:9][CH2:8][CH2:7][CH2:6]1, predict the reactants needed to synthesize it. The reactants are: C[O:2][C:3]([C:5]1([CH2:10][CH2:11][CH2:12][CH2:13][S:14][CH3:15])[CH2:9][CH2:8][CH2:7][CH2:6]1)=[O:4].[OH-].[Na+]. (7) The reactants are: [CH:1](=O)[C:2]1[CH:7]=[CH:6][CH:5]=[CH:4][CH:3]=1.[Cl:9][C:10]1[CH:15]=[CH:14][C:13]([CH:16]([CH2:19][NH2:20])[CH2:17][NH2:18])=[CH:12][CH:11]=1.C([O-])([O-])=O.[K+].[K+].II.[O-]S([O-])=O.[Na+].[Na+]. Given the product [Cl:9][C:10]1[CH:11]=[CH:12][C:13]([CH:16]2[CH2:19][NH:20][C:1]([C:2]3[CH:7]=[CH:6][CH:5]=[CH:4][CH:3]=3)=[N:18][CH2:17]2)=[CH:14][CH:15]=1, predict the reactants needed to synthesize it. (8) Given the product [ClH:1].[ClH:1].[Cl:1][C:2]1[CH:7]=[CH:6][C:5]([CH:8]([C:32]2[CH:33]=[CH:34][C:35]([Cl:38])=[CH:36][CH:37]=2)[C:9]2[CH:10]=[C:11]3[C:16](=[CH:17][CH:18]=2)[N:15]=[CH:14][N:13]=[C:12]3[NH:19][CH:20]2[CH2:25][CH2:24][N:23]([C:26]3[CH:31]=[CH:30][CH:29]=[CH:28][CH:27]=3)[CH2:22][CH2:21]2)=[CH:4][CH:3]=1, predict the reactants needed to synthesize it. The reactants are: [Cl:1][C:2]1[CH:7]=[CH:6][C:5]([CH:8]([C:32]2[CH:37]=[CH:36][C:35]([Cl:38])=[CH:34][CH:33]=2)[C:9]2[CH:10]=[C:11]3[C:16](=[CH:17][CH:18]=2)[N:15]=[CH:14][N:13]=[C:12]3[NH:19][CH:20]2[CH2:25][CH2:24][N:23]([C:26]3[CH:31]=[CH:30][CH:29]=[CH:28][CH:27]=3)[CH2:22][CH2:21]2)=[CH:4][CH:3]=1. (9) Given the product [Cl:1][C:2]1[CH:3]=[C:4]([C@@H:9]([CH2:10][NH:11][CH3:12])[C@H:17]([C:18]2[C:19]([O:24][CH3:25])=[N:20][CH:21]=[CH:22][CH:23]=2)[OH:26])[CH:5]=[CH:6][C:7]=1[Cl:8].[Cl:1][C:2]1[CH:3]=[C:4]([C@H:9]([CH2:10][NH:11][CH3:12])[C@@H:17]([C:18]2[C:19]([O:24][CH3:25])=[N:20][CH:21]=[CH:22][CH:23]=2)[OH:26])[CH:5]=[CH:6][C:7]=1[Cl:8], predict the reactants needed to synthesize it. The reactants are: [Cl:1][C:2]1[CH:3]=[C:4]([CH:9]([CH:17]([OH:26])[C:18]2[C:19]([O:24][CH3:25])=[N:20][CH:21]=[CH:22][CH:23]=2)[CH2:10][NH:11][C:12](=O)OCC)[CH:5]=[CH:6][C:7]=1[Cl:8].B.C(P(C1C=CC=CC=1)(=S)O)CCC. (10) The reactants are: CN(C(ON1N=NC2C=CC=CC1=2)=[N+](C)C)C.[B-](F)(F)(F)F.[CH3:23][C@@H:24]1[CH2:29][N:28]([C:30]2[O:31][C:32]3[C:37]([C:38](=[O:40])[CH:39]=2)=[CH:36][C:35]([C:41]([OH:43])=O)=[CH:34][C:33]=3[CH:44]2[CH2:48][CH2:47][CH2:46][N:45]2[C:49]2[CH:54]=[CH:53][CH:52]=[CH:51][CH:50]=2)[CH2:27][CH2:26][O:25]1.CCN(C(C)C)C(C)C.[NH:64]1[CH2:69][CH2:68][O:67][CH2:66][CH2:65]1. Given the product [CH3:23][C@@H:24]1[CH2:29][N:28]([C:30]2[O:31][C:32]3[C:37]([C:38](=[O:40])[CH:39]=2)=[CH:36][C:35]([C:41]([N:64]2[CH2:69][CH2:68][O:67][CH2:66][CH2:65]2)=[O:43])=[CH:34][C:33]=3[CH:44]2[CH2:48][CH2:47][CH2:46][N:45]2[C:49]2[CH:50]=[CH:51][CH:52]=[CH:53][CH:54]=2)[CH2:27][CH2:26][O:25]1, predict the reactants needed to synthesize it.